This data is from Retrosynthesis with 50K atom-mapped reactions and 10 reaction types from USPTO. The task is: Predict the reactants needed to synthesize the given product. (1) Given the product Nc1nc(-c2ccccc2)c2nnn(Cc3cccc(N4CCCC4=O)n3)c2n1, predict the reactants needed to synthesize it. The reactants are: Nc1nc(Cl)c2nnn(Cc3cccc(N4CCCC4=O)n3)c2n1.OB(O)c1ccccc1. (2) The reactants are: CC(C)(C)OC(=O)N1CCC([C@H]2C[C@@H]2CCNc2ncc(-n3cnnn3)cn2)CC1. Given the product c1nc(NCC[C@H]2C[C@@H]2C2CCNCC2)ncc1-n1cnnn1, predict the reactants needed to synthesize it. (3) The reactants are: CS(=O)(=O)Nc1ccc(CCOS(C)(=O)=O)cc1.O=C1CC2(CCCNC2)Oc2ccccc21. Given the product O=C(O)C(=O)O, predict the reactants needed to synthesize it. (4) Given the product c1ccc(CNCCN2CCN(C(c3ccccc3)c3ccccc3)CC2)cc1, predict the reactants needed to synthesize it. The reactants are: NCCN1CCN(C(c2ccccc2)c2ccccc2)CC1.O=Cc1ccccc1. (5) Given the product CC(C)(C)c1ccc(OCCCO)cc1, predict the reactants needed to synthesize it. The reactants are: CCCCOC(=O)CCOc1ccc(C(C)(C)C)cc1. (6) Given the product CCN(CCOc1cccc(O)c1)c1ccccc1, predict the reactants needed to synthesize it. The reactants are: CCN(CCCl)c1ccccc1.Oc1cccc(O)c1. (7) Given the product CSc1ccc(-n2ccc(OC3CCNCC3)cc2=O)cc1, predict the reactants needed to synthesize it. The reactants are: CSc1ccc(-n2ccc(OC3CCN(C(=O)OCc4ccccc4)CC3)cc2=O)cc1. (8) Given the product CN(Cc1cc(-n2cccc2)ccn1)Cc1cc(O)cc(-c2cc(N(C)C)ccn2)n1, predict the reactants needed to synthesize it. The reactants are: CN(C)c1ccnc(-c2cc(O)cc(CCl)n2)c1.CNCc1cc(-n2cccc2)ccn1.